Dataset: Experimentally validated miRNA-target interactions with 360,000+ pairs, plus equal number of negative samples. Task: Binary Classification. Given a miRNA mature sequence and a target amino acid sequence, predict their likelihood of interaction. (1) The miRNA is hsa-miR-550a-3p with sequence UGUCUUACUCCCUCAGGCACAU. Result: 0 (no interaction). The protein sequence of the target gene is MAPAQRPLLPLLLLLLPLRARNEDPARANADRYAVYWNRSNPRFQVSAVGDGGGYTVEVSINDYLDIYCPHYGAPLPPAERMERYILYMVNGEGHASCDHRQRGFKRWECNRPAAPGGPLKFSEKFQLFTPFSLGFEFRPGHEYYYISATPPNLVDRPCLRLKVYVRPTNETLYEAPEPIFTSNSSCSGLGGCHLFLTTVPVLWSLLGS. (2) The miRNA is hsa-miR-4797-5p with sequence GACAGAGUGCCACUUACUGAA. The protein sequence of the target gene is MDVHLFDYAEPGNYSDINWPCNSSDCIVVDTVQCPTMPNKNVLLYTLSFIYIFIFVIGMIANSVVVWVNIQAKTTGYDTHCYILNLAIADLWVVITIPVWVVSLVQHNQWPMGELTCKITHLIFSINLFGSIFFLACMSVDRYLSITYFTGTSSYKKKMVRRVVCILVWLLAFFVSLPDTYYLKTVTSASNNETYCRSFYPEHSIKEWLIGMELVSVILGFAVPFTIIAIFYFLLARAMSASGDQEKHSSRKIIFSYVVVFLVCWLPYHFVVLLDIFSILHYIPFTCQLENVLFTALHVT.... Result: 0 (no interaction). (3) The miRNA is hsa-miR-218-1-3p with sequence AUGGUUCCGUCAAGCACCAUGG. The protein sequence of the target gene is MSPEVTCPRRGHLPRFHPRTWVEPVVASSQVAASLYDAGLLLVVKASYGTGGSSNHSASPSPRGALEDQQQRAISNFYIIYNLVVGLSPLLSAYGLGWLSDRYHRKISICMSLLGFLLSRLGLLLKVLLDWPVEVLYGAAALNGLFGGFSAFWSGVMALGSLGSSEGRRSVRLILIDLMLGLAGFCGSMASGHLFKQMAGHSGQGLILTACSVSCASFALLYSLLVLKVPESVAKPSQELPAVDTVSGTVGTYRTLDPDQLDQQYAVGHPPSPGKAKPHKTTIALLFVGAIIYDLAVVGT.... Result: 0 (no interaction). (4) The protein sequence of the target gene is MVLLESEQFLTELTRLFQKCRSSGSVFITLKKYDGRTKPIPRKSSVEGLEPAENKCLLRATDGKRKISTVVSSKEVNKFQMAYSNLLRANMDGLKKRDKKNKSKKSKPAQ. The miRNA is hsa-miR-769-3p with sequence CUGGGAUCUCCGGGGUCUUGGUU. Result: 0 (no interaction). (5) The miRNA is mmu-miR-297a-5p with sequence AUGUAUGUGUGCAUGUGCAUGU. The protein sequence of the target gene is MSVGRRRVKLLGILMMANVFIYLIVEVSKNSSQDKNGKGGVIIPKEKFWKPPSTPRAYWNREQEKLNRWYNPILNRVANQTGELATSPNTSHLSYCEPDSTVMTAVTDFNNLPDRFKDFLLYLRCRNYSLLIDQPKKCAKKPFLLLAIKSLIPHFARRQAIRESWGRETNVGNQTVVRVFLLGKTPPEDNHPDLSDMLKFESDKHQDILMWNYRDTFFNLSLKEVLFLRWVSTSCPDAEFVFKGDDDVFVNTHHILNYLNSLSKSKAKDLFIGDVIHNAGPHRDKKLKYYIPEVFYTGVY.... Result: 1 (interaction). (6) The miRNA is hsa-miR-618 with sequence AAACUCUACUUGUCCUUCUGAGU. The protein sequence of the target gene is MASNFKKANMASSSQRKRMSPKPELTEEQKQEIREAFDLFDADGTGTIDVKELKVAMRALGFEPKKEEIKKMISEIDKEGTGKMNFGDFLTVMTQKMSEKDTKEEILKAFKLFDDDETGKISFKNLKRVAKELGENLTDEELQEMIDEADRDGDGEVSEQEFLRIMKKTSLY. Result: 0 (no interaction). (7) The miRNA is hsa-miR-4474-3p with sequence UUGUGGCUGGUCAUGAGGCUAA. The protein sequence of the target gene is MATQADLMELDMAMEPDRKAAVSHWQQQSYLDSGIHSGATTTAPSLSGKGNPEEEDVDTSQVLYEWEQGFSQSFTQEQVADIDGQYAMTRAQRVRAAMFPETLDEGMQIPSTQFDAAHPTNVQRLAEPSQMLKHAVVNLINYQDDAELATRAIPELTKLLNDEDQVVVNKAAVMVHQLSKKEASRHAIMRSPQMVSAIVRTMQNTNDVETARCTAGTLHNLSHHREGLLAIFKSGGIPALVKMLGSPVDSVLFYAITTLHNLLLHQEGAKMAVRLAGGLQKMVALLNKTNVKFLAITTDC.... Result: 1 (interaction).